The task is: Predict the reaction yield, written as a fraction of the theoretical maximum amount of product (1.0 means a 100% yield; for example, 0.34 means a 34% yield).. This data is from Reaction yield outcomes from USPTO patents with 853,638 reactions. The yield is 0.331. The catalyst is [Pd].CO. The product is [F:24][C:2]([F:1])([F:23])[CH:3]([C:5]1[C:15]2[O:14][CH2:13][CH2:12][N:11]([C:16]([O:18][C:19]([CH3:21])([CH3:20])[CH3:22])=[O:17])[CH2:10][C:9]=2[CH:8]=[CH:7][CH:6]=1)[CH3:4]. The reactants are [F:1][C:2]([F:24])([F:23])[C:3]([C:5]1[C:15]2[O:14][CH2:13][CH2:12][N:11]([C:16]([O:18][C:19]([CH3:22])([CH3:21])[CH3:20])=[O:17])[CH2:10][C:9]=2[CH:8]=[CH:7][CH:6]=1)=[CH2:4].